Dataset: Full USPTO retrosynthesis dataset with 1.9M reactions from patents (1976-2016). Task: Predict the reactants needed to synthesize the given product. The reactants are: [C:1]12([C:11](=O)C(C3C=CC=CC=3)=O)[CH2:10][CH:5]3[CH2:6][CH:7]([CH2:9][CH:3]([CH2:4]3)[CH2:2]1)[CH2:8]2.[C:21]([O-:24])([O-])=O.[Na+].[Na+].Cl.[CH3:28][NH:29][C:30]([NH2:32])=[NH:31].O. Given the product [C:1]12([C:11]3([C:1]4[CH:10]=[CH:5][CH:4]=[CH:3][CH:2]=4)[N:31]=[C:30]([NH2:32])[N:29]([CH3:28])[C:21]3=[O:24])[CH2:8][CH:7]3[CH2:6][CH:5]([CH2:4][CH:3]([CH2:9]3)[CH2:2]1)[CH2:10]2, predict the reactants needed to synthesize it.